From a dataset of Catalyst prediction with 721,799 reactions and 888 catalyst types from USPTO. Predict which catalyst facilitates the given reaction. (1) Reactant: [Cl:1][C:2]1[CH:3]=[C:4]([O:23][CH2:24][CH:25]=[C:26]([Cl:28])[Cl:27])[CH:5]=[C:6]([Cl:22])[C:7]=1[O:8][CH2:9][CH2:10][CH2:11][CH2:12][O:13][CH2:14][CH:15](OCC)[O:16]CC.C(O)(=O)C.Cl. Product: [Cl:1][C:2]1[CH:3]=[C:4]([O:23][CH2:24][CH:25]=[C:26]([Cl:28])[Cl:27])[CH:5]=[C:6]([Cl:22])[C:7]=1[O:8][CH2:9][CH2:10][CH2:11][CH2:12][O:13][CH2:14][CH:15]=[O:16]. The catalyst class is: 6. (2) Reactant: C([O:4][CH2:5][CH2:6][C:7]1[CH:8]=[C:9]2[C:13](=[CH:14][CH:15]=1)[NH:12][CH:11]=[C:10]2[C:16](=[O:33])[CH:17]([NH:24][C:25]1[CH:26]=[N:27][CH:28]=[C:29]([O:31][CH3:32])[CH:30]=1)[C:18]1[CH:23]=[CH:22][CH:21]=[CH:20][CH:19]=1)(=O)C.C(=O)([O-])[O-].[K+].[K+]. Product: [OH:4][CH2:5][CH2:6][C:7]1[CH:8]=[C:9]2[C:13](=[CH:14][CH:15]=1)[NH:12][CH:11]=[C:10]2[C:16](=[O:33])[CH:17]([NH:24][C:25]1[CH:26]=[N:27][CH:28]=[C:29]([O:31][CH3:32])[CH:30]=1)[C:18]1[CH:19]=[CH:20][CH:21]=[CH:22][CH:23]=1. The catalyst class is: 36. (3) Reactant: Cl[C:2]1[N:7]=[C:6]([NH:8][CH:9]([C:13]2[CH:18]=[CH:17][CH:16]=[CH:15][CH:14]=2)[C:10]([NH2:12])=[O:11])[CH:5]=[N:4][CH:3]=1.[Cl:19][C:20]1[CH:21]=[C:22](B2OC(C)(C)C(C)(C)O2)[CH:23]=[CH:24][C:25]=1[OH:26].C([O-])([O-])=O.[Na+].[Na+]. Product: [Cl:19][C:20]1[CH:21]=[C:22]([C:2]2[N:7]=[C:6]([NH:8][CH:9]([C:13]3[CH:18]=[CH:17][CH:16]=[CH:15][CH:14]=3)[C:10]([NH2:12])=[O:11])[CH:5]=[N:4][CH:3]=2)[CH:23]=[CH:24][C:25]=1[OH:26]. The catalyst class is: 600. (4) Reactant: [CH2:1]1[C:7]2[CH:8]=[CH:9][CH:10]=[CH:11][C:6]=2[CH2:5][CH2:4][CH2:3][N:2]1[C:12]1[CH:21]=[C:20]([CH2:22][CH2:23][C:24]([NH2:26])=O)[C:19]2[C:14](=[CH:15][CH:16]=[CH:17][CH:18]=2)[N:13]=1.B. Product: [CH2:1]1[C:7]2[CH:8]=[CH:9][CH:10]=[CH:11][C:6]=2[CH2:5][CH2:4][CH2:3][N:2]1[C:12]1[CH:21]=[C:20]([CH2:22][CH2:23][CH2:24][NH2:26])[C:19]2[C:14](=[CH:15][CH:16]=[CH:17][CH:18]=2)[N:13]=1. The catalyst class is: 7. (5) Reactant: [CH3:1][C:2]1[O:6][N:5]=[CH:4][C:3]=1[NH2:7].C(O)(=O)C.[CH3:12][C:13]([CH3:15])=O.C([BH3-])#N.[Na+].[F:20][C:21]([F:32])([F:31])[C:22](O[C:22](=[O:23])[C:21]([F:32])([F:31])[F:20])=[O:23]. Product: [F:20][C:21]([F:32])([F:31])[C:22]([N:7]([CH:13]([CH3:15])[CH3:12])[C:3]1[CH:4]=[N:5][O:6][C:2]=1[CH3:1])=[O:23]. The catalyst class is: 5.